Dataset: Full USPTO retrosynthesis dataset with 1.9M reactions from patents (1976-2016). Task: Predict the reactants needed to synthesize the given product. Given the product [CH3:21][C:22]1[CH:29]=[CH:28][C:27]([CH3:30])=[CH:26][C:23]=1[CH2:24][N:3]1[C:4]2[CH:10]=[C:9]([N:11]3[CH2:16][CH2:15][O:14][CH2:13][CH2:12]3)[CH:8]=[C:7]([C:17]([OH:19])=[O:18])[C:5]=2[N:6]=[C:2]1[CH3:1], predict the reactants needed to synthesize it. The reactants are: [CH3:1][C:2]1[NH:6][C:5]2[C:7]([C:17]([O:19]C)=[O:18])=[CH:8][C:9]([N:11]3[CH2:16][CH2:15][O:14][CH2:13][CH2:12]3)=[CH:10][C:4]=2[N:3]=1.[CH3:21][C:22]1[CH:29]=[CH:28][C:27]([CH3:30])=[CH:26][C:23]=1[CH2:24]Br.C(=O)([O-])[O-].[K+].[K+].[OH-].[Li+].